Dataset: Forward reaction prediction with 1.9M reactions from USPTO patents (1976-2016). Task: Predict the product of the given reaction. (1) Given the reactants S(Cl)([Cl:3])=O.O[CH2:6][C:7]1[N:8]=[C:9]2[CH:14]=[CH:13][CH:12]=[CH:11][N:10]2[C:15]=1[CH2:16][CH2:17][CH3:18], predict the reaction product. The product is: [Cl:3][CH2:6][C:7]1[N:8]=[C:9]2[CH:14]=[CH:13][CH:12]=[CH:11][N:10]2[C:15]=1[CH2:16][CH2:17][CH3:18]. (2) The product is: [CH3:1][NH:2][CH2:12][CH2:13][N:14]1[C:23]2[C:18](=[CH:19][CH:20]=[C:21]([NH:24][C:25]([C:27]3[S:28][CH:29]=[CH:30][CH:31]=3)=[NH:26])[CH:22]=2)[CH2:17][CH2:16][CH2:15]1. Given the reactants [CH3:1][N:2]([CH2:12][CH2:13][N:14]1[C:23]2[C:18](=[CH:19][CH:20]=[C:21]([NH:24][C:25]([C:27]3[S:28][CH:29]=[CH:30][CH:31]=3)=[NH:26])[CH:22]=2)[CH2:17][CH2:16][CH2:15]1)C(=O)OC1C=CC=CC=1.O.[OH-].[Na+], predict the reaction product. (3) Given the reactants [C:1]([O:5][C:6]([N:8]1[CH2:12][CH2:11][CH:10]([CH2:13][OH:14])[CH2:9]1)=[O:7])([CH3:4])([CH3:3])[CH3:2].[Cl:15][C:16]1[CH:17]=[CH:18][C:19]([NH:22][C:23]([C:25]2[C:30]([NH:31][C:32](=[S:41])[C:33]3[CH:38]=[CH:37][C:36]([CH3:39])=[CH:35][C:34]=3O)=[CH:29][CH:28]=[CH:27][N:26]=2)=[O:24])=[N:20][CH:21]=1, predict the reaction product. The product is: [C:1]([O:5][C:6]([N:8]1[CH2:12][CH2:11][CH:10]([CH2:13][O:14][C:34]2[CH:35]=[C:36]([CH3:39])[CH:37]=[CH:38][C:33]=2[C:32]([NH:31][C:30]2[C:25]([C:23]([NH:22][C:19]3[CH:18]=[CH:17][C:16]([Cl:15])=[CH:21][N:20]=3)=[O:24])=[N:26][CH:27]=[CH:28][CH:29]=2)=[S:41])[CH2:9]1)=[O:7])([CH3:4])([CH3:3])[CH3:2]. (4) Given the reactants [Cl:1][C:2]1[C:7]([N:8]2[CH2:13][CH2:12][CH:11]([C:14]3[C:19]([F:20])=[CH:18][CH:17]=[C:16]([F:21])[C:15]=3[O:22][CH:23]([F:25])[F:24])[CH2:10][CH2:9]2)=[CH:6][N:5]=[N:4][C:3]=1[NH:26][NH:27][C:28](=O)[CH2:29][CH:30]1[CH2:32][CH2:31]1.C1(P(C2C=CC=CC=2)C2C=CC=CC=2)C=CC=CC=1.N([Si](C)(C)C)=[N+]=[N-].CCOC(/N=N/C(OCC)=O)=O.C1(C)C=CC=CC=1, predict the reaction product. The product is: [Cl:1][C:2]1[C:3]2[N:4]([C:28]([CH2:29][CH:30]3[CH2:31][CH2:32]3)=[N:27][N:26]=2)[N:5]=[CH:6][C:7]=1[N:8]1[CH2:13][CH2:12][CH:11]([C:14]2[C:19]([F:20])=[CH:18][CH:17]=[C:16]([F:21])[C:15]=2[O:22][CH:23]([F:25])[F:24])[CH2:10][CH2:9]1. (5) Given the reactants [NH2:1][C:2]([C:4]1[CH:5]=[C:6]([C:13]2[CH:21]=[CH:20][C:16]([C:17](O)=[O:18])=[CH:15][CH:14]=2)[CH:7]=[C:8]2[C:12]=1[NH:11][CH:10]=[CH:9]2)=[O:3].CN(C(ON1N=N[C:32]2C=[CH:34][CH:35]=[N:36][C:31]1=2)=[N+](C)C)C.F[P-](F)(F)(F)(F)F.CCN(C(C)C)C(C)C, predict the reaction product. The product is: [CH2:35]([N:36]([CH2:31][CH3:32])[C:17]([C:16]1[CH:20]=[CH:21][C:13]([C:6]2[CH:7]=[C:8]3[C:12](=[C:4]([C:2]([NH2:1])=[O:3])[CH:5]=2)[NH:11][CH:10]=[CH:9]3)=[CH:14][CH:15]=1)=[O:18])[CH3:34]. (6) Given the reactants Cl.[CH3:2][C:3]1[CH:8]=[CH:7][C:6]([S:9]([O:12][CH2:13][C@H:14]2[O:19][C:18]3[CH:20]=[C:21]([NH2:26])[C:22]([O:24][CH3:25])=[CH:23][C:17]=3[O:16][CH2:15]2)(=[O:11])=[O:10])=[CH:5][CH:4]=1.Cl.Cl[C:29]1[C:30](=O)C2C(C(=O)[C:38]=1Cl)=CC=CC=2.C(C=C)=O.[OH-].[Na+], predict the reaction product. The product is: [CH3:2][C:3]1[CH:8]=[CH:7][C:6]([S:9]([O:12][CH2:13][CH:14]2[O:19][C:18]3=[C:20]4[C:21](=[C:22]([O:24][CH3:25])[CH:23]=[C:17]3[O:16][CH2:15]2)[N:26]=[CH:30][CH:29]=[CH:38]4)(=[O:10])=[O:11])=[CH:5][CH:4]=1. (7) Given the reactants [S:1]1[CH:5]=[CH:4][CH:3]=[C:2]1[CH:6]=O.[CH3:8][O:9][CH2:10][CH2:11][NH2:12].[C:13]1(=[O:24])[O:19][C:17](=O)[C:16]2=[CH:20][CH:21]=[CH:22][CH:23]=[C:15]2[CH2:14]1.[NH2:25][C:26]1[O:30][C:29]([C:31]([O:33][CH2:34][CH3:35])=[O:32])=[N:28][N:27]=1, predict the reaction product. The product is: [CH3:8][O:9][CH2:10][CH2:11][N:12]1[CH:6]([C:2]2[S:1][CH:5]=[CH:4][CH:3]=2)[CH:14]([C:13]([NH:25][C:26]2[O:30][C:29]([C:31]([O:33][CH2:34][CH3:35])=[O:32])=[N:28][N:27]=2)=[O:24])[C:15]2[C:16](=[CH:20][CH:21]=[CH:22][CH:23]=2)[C:17]1=[O:19]. (8) Given the reactants [Cl:1][C:2]1[CH:7]=[C:6]([Cl:8])[CH:5]=[CH:4][C:3]=1[C:9]1[C:10]([C:20]#[N:21])=[C:11](I)[S:12][C:13]=1[C:14]1[NH:18][CH:17]=[N:16][N:15]=1.C[Sn](C)(C)[C:24]1[CH:29]=[CH:28][N:27]=[C:26]([NH:30][C:31](=[O:37])[O:32][C:33]([CH3:36])([CH3:35])[CH3:34])[CH:25]=1.[Cl-].[Li+], predict the reaction product. The product is: [C:20]([C:10]1[C:9]([C:3]2[CH:4]=[CH:5][C:6]([Cl:8])=[CH:7][C:2]=2[Cl:1])=[C:13]([C:14]2[NH:18][CH:17]=[N:16][N:15]=2)[S:12][C:11]=1[C:24]1[CH:29]=[CH:28][N:27]=[C:26]([NH:30][C:31](=[O:37])[O:32][C:33]([CH3:35])([CH3:34])[CH3:36])[CH:25]=1)#[N:21]. (9) Given the reactants [Br:1][C:2]1[CH:7]=[CH:6][C:5]([O:8][CH:9]([F:11])[F:10])=[C:4]([O:12][CH:13]([CH:16]2[CH2:18][CH2:17]2)[C:14]#[CH:15])[CH:3]=1.C(N(CC)C1C=CC=CC=1)C.Cl, predict the reaction product. The product is: [Br:1][C:2]1[CH:7]=[CH:6][C:5]([O:8][CH:9]([F:11])[F:10])=[C:4]2[C:3]=1[CH:15]=[CH:14][CH:13]([CH:16]1[CH2:18][CH2:17]1)[O:12]2.